This data is from Full USPTO retrosynthesis dataset with 1.9M reactions from patents (1976-2016). The task is: Predict the reactants needed to synthesize the given product. (1) Given the product [Br:1][C:2]1[CH:3]=[CH:4][C:5]2[CH2:6][O:7][CH2:8][C:9]3[C:10]=2[C:11]=1[CH:12]=[CH:13][CH:14]=3, predict the reactants needed to synthesize it. The reactants are: [Br:1][C:2]1[CH:3]=[CH:4][C:5]2[C:6](=O)[O:7][C:8](=O)[C:9]3[C:10]=2[C:11]=1[CH:12]=[CH:13][CH:14]=3.[BH4-].[Na+].FC(F)(F)C(O)=O.C([SiH](CC)CC)C. (2) Given the product [Si:12]([O:29][CH2:30][CH2:31][O:32][CH2:33][C@H:34]([OH:39])[C:35]([NH:11][C:6]1[CH:7]=[CH:8][CH:9]=[CH:10][N:5]=1)=[O:36])([C:25]([CH3:28])([CH3:26])[CH3:27])([C:19]1[CH:24]=[CH:23][CH:22]=[CH:21][CH:20]=1)[C:13]1[CH:14]=[CH:15][CH:16]=[CH:17][CH:18]=1, predict the reactants needed to synthesize it. The reactants are: C[Al](C)C.[N:5]1[CH:10]=[CH:9][CH:8]=[CH:7][C:6]=1[NH2:11].[Si:12]([O:29][CH2:30][CH2:31][O:32][CH2:33][C@H:34]([OH:39])[C:35](OC)=[O:36])([C:25]([CH3:28])([CH3:27])[CH3:26])([C:19]1[CH:24]=[CH:23][CH:22]=[CH:21][CH:20]=1)[C:13]1[CH:18]=[CH:17][CH:16]=[CH:15][CH:14]=1. (3) Given the product [CH2:1]1[CH:2]2[CH2:9][CH2:8][CH2:7][N:3]2[CH2:4][CH2:5][N:6]1[C:11]1[N:12]=[CH:13][C:14]([C:17]([NH:19][C:20]2[NH:21][N:22]=[C:23]([CH2:25][CH2:26][C:27]3[CH:32]=[C:31]([O:33][CH3:34])[CH:30]=[C:29]([O:35][CH3:36])[CH:28]=3)[CH:24]=2)=[O:18])=[N:15][CH:16]=1, predict the reactants needed to synthesize it. The reactants are: [CH2:1]1[NH:6][CH2:5][CH2:4][N:3]2[CH2:7][CH2:8][CH2:9][CH:2]12.Cl[C:11]1[N:12]=[CH:13][C:14]([C:17]([NH:19][C:20]2[NH:21][N:22]=[C:23]([CH2:25][CH2:26][C:27]3[CH:32]=[C:31]([O:33][CH3:34])[CH:30]=[C:29]([O:35][CH3:36])[CH:28]=3)[CH:24]=2)=[O:18])=[N:15][CH:16]=1. (4) Given the product [OH:1][C:2]1[CH:9]=[CH:8][C:5]([CH:6]=[CH2:7])=[CH:4][CH:3]=1.[C:21]([O:20][C:18]([O:17][C:10]1[CH:7]=[CH:6][C:5]([CH:8]=[CH2:9])=[CH:4][CH:3]=1)=[O:19])([CH3:22])([CH3:23])[CH3:24], predict the reactants needed to synthesize it. The reactants are: [OH:1][C:2]1[CH:9]=[CH:8][C:5]([CH:6]=[CH2:7])=[CH:4][CH:3]=1.[C:10]([O:17][C:18]([O:20][C:21]([CH3:24])([CH3:23])[CH3:22])=[O:19])(OC(C)(C)C)=O.O.Cl. (5) Given the product [CH3:1][C:2]1[C:7]2[CH2:8][CH2:9][C:10]3[CH:15]=[CH:14][N:13]=[CH:12][C:11]=3[CH:16]([N:17]=[C:18]=[S:19])[C:6]=2[CH:5]=[CH:4][CH:3]=1, predict the reactants needed to synthesize it. The reactants are: [CH3:1][C:2]1[C:7]2[CH2:8][CH2:9][C:10]3[CH:15]=[CH:14][N:13]=[CH:12][C:11]=3[CH:16]([NH2:17])[C:6]=2[CH:5]=[CH:4][CH:3]=1.[C:18](=S)=[S:19].C(Cl)CCl. (6) Given the product [NH2:19][CH2:18][CH2:17][CH2:16][N:6]1[C:5]([O:30][CH3:31])=[N:4][C:3]2[C:7]1=[N:8][C:9]([O:11][CH2:12][CH2:13][CH2:14][CH3:15])=[N:10][C:2]=2[NH2:1], predict the reactants needed to synthesize it. The reactants are: [NH2:1][C:2]1[N:10]=[C:9]([O:11][CH2:12][CH2:13][CH2:14][CH3:15])[N:8]=[C:7]2[C:3]=1[N:4]=[C:5]([O:30][CH3:31])[N:6]2[CH2:16][CH2:17][CH2:18][N:19]1C(=O)C2C(=CC=CC=2)C1=O.O.NN. (7) Given the product [Cl:1][C:2]1[CH:3]=[C:4]([C:8]2([C:9]#[N:10])[CH2:13][CH2:12]2)[CH:5]=[CH:6][CH:7]=1, predict the reactants needed to synthesize it. The reactants are: [Cl:1][C:2]1[CH:3]=[C:4]([CH2:8][C:9]#[N:10])[CH:5]=[CH:6][CH:7]=1.Br[CH2:12][CH2:13]Br. (8) Given the product [C:11]([NH:30][C@@H:31]([CH2:34][CH3:35])[CH:32]=[O:33])([C:18]1[CH:19]=[CH:20][CH:21]=[CH:22][CH:23]=1)([C:24]1[CH:29]=[CH:28][CH:27]=[CH:26][CH:25]=1)[C:12]1[CH:17]=[CH:16][CH:15]=[CH:14][CH:13]=1, predict the reactants needed to synthesize it. The reactants are: CS(C)=O.C(Cl)(=O)C(Cl)=O.[C:11]([NH:30][C@@H:31]([CH2:34][CH3:35])[CH2:32][OH:33])([C:24]1[CH:29]=[CH:28][CH:27]=[CH:26][CH:25]=1)([C:18]1[CH:23]=[CH:22][CH:21]=[CH:20][CH:19]=1)[C:12]1[CH:17]=[CH:16][CH:15]=[CH:14][CH:13]=1.CCCCCC. (9) Given the product [O:1]=[C:2]([CH2:49][CH2:50][CH2:51][C:52](=[O:72])[NH:53][C:54]1[CH:55]=[N:56][C:57]([C:60]2[N:61]=[N:62][C:63]([C:66]3[CH:71]=[CH:70][CH:69]=[CH:68][N:67]=3)=[N:64][N:65]=2)=[CH:58][CH:59]=1)[NH:3][CH2:4][CH2:5][O:6][CH2:7][CH2:8][O:9][CH2:10][CH2:11][O:12][CH2:13][CH2:14][O:15][CH2:16][CH2:17][O:18][CH2:19][CH2:20][O:21][CH2:22][CH2:23][O:24][CH2:25][CH2:26][O:27][CH2:28][CH2:29][O:30][CH2:31][CH2:32][O:33][CH2:34][CH2:35][O:36][CH2:37][CH2:38][O:39][CH2:40][CH2:41][C:42]([OH:44])=[O:43], predict the reactants needed to synthesize it. The reactants are: [O:1]=[C:2]([CH2:49][CH2:50][CH2:51][C:52](=[O:72])[NH:53][C:54]1[CH:55]=[N:56][C:57]([C:60]2[N:61]=[N:62][C:63]([C:66]3[CH:71]=[CH:70][CH:69]=[CH:68][N:67]=3)=[N:64][N:65]=2)=[CH:58][CH:59]=1)[NH:3][CH2:4][CH2:5][O:6][CH2:7][CH2:8][O:9][CH2:10][CH2:11][O:12][CH2:13][CH2:14][O:15][CH2:16][CH2:17][O:18][CH2:19][CH2:20][O:21][CH2:22][CH2:23][O:24][CH2:25][CH2:26][O:27][CH2:28][CH2:29][O:30][CH2:31][CH2:32][O:33][CH2:34][CH2:35][O:36][CH2:37][CH2:38][O:39][CH2:40][CH2:41][C:42]([O:44]C(C)(C)C)=[O:43].C(O)(C(F)(F)F)=O.